From a dataset of Reaction yield outcomes from USPTO patents with 853,638 reactions. Predict the reaction yield, written as a fraction of the theoretical maximum amount of product (1.0 means a 100% yield; for example, 0.34 means a 34% yield). (1) The reactants are [NH2:1][C:2]1[N:6]([C:7]2[CH:12]=[CH:11][CH:10]=[C:9]([Cl:13])[C:8]=2[F:14])[N:5]=[N:4][C:3]=1[C:15]([O:17]CC)=[O:16].CC[O-].[Na+].C(CC(OCC)=O)#N.N(C1C=CC=C(Cl)C=1F)=[N+]=[N-]. The catalyst is CCO.O. The product is [NH2:1][C:2]1[N:6]([C:7]2[CH:12]=[CH:11][CH:10]=[C:9]([Cl:13])[C:8]=2[F:14])[N:5]=[N:4][C:3]=1[C:15]([OH:17])=[O:16]. The yield is 0.580. (2) The reactants are Br[CH2:2][C:3]1[CH:8]=[C:7]([CH3:9])[CH:6]=[C:5]([C:10]([CH3:13])([CH3:12])[CH3:11])[CH:4]=1.[C-:14]#[N:15].[K+]. The catalyst is CO.O. The product is [C:10]([C:5]1[CH:4]=[C:3]([CH2:2][C:14]#[N:15])[CH:8]=[C:7]([CH3:9])[CH:6]=1)([CH3:13])([CH3:12])[CH3:11]. The yield is 0.269. (3) The yield is 0.710. The reactants are [C:1]1([CH3:13])[CH:6]=[CH:5][C:4]([CH2:7][C:8]([O:10][CH2:11][CH3:12])=[O:9])=[CH:3][CH:2]=1.[CH:14]([N-]C(C)C)(C)C.[Li+].IC. The catalyst is C1COCC1. The product is [C:1]1([CH3:13])[CH:2]=[CH:3][C:4]([CH:7]([CH3:14])[C:8]([O:10][CH2:11][CH3:12])=[O:9])=[CH:5][CH:6]=1. (4) The reactants are [Br:1][C:2]1[CH:3]=[C:4]([O:10][C:11]2[C:12]([CH3:18])=[N:13][N:14]([CH3:17])[C:15]=2[CH3:16])[C:5]([C:8]#[N:9])=[N:6][CH:7]=1.[OH:19]S(O)(=O)=O.[OH-].[Na+]. The catalyst is O. The product is [Br:1][C:2]1[CH:3]=[C:4]([O:10][C:11]2[C:12]([CH3:18])=[N:13][N:14]([CH3:17])[C:15]=2[CH3:16])[C:5]([C:8]([NH2:9])=[O:19])=[N:6][CH:7]=1. The yield is 1.00. (5) The reactants are [NH2:1][C:2]1[C:11]2[C:6](=[C:7]([Br:12])[CH:8]=[CH:9][CH:10]=2)[N:5]=[N:4][C:3]=1[C:13]([OH:15])=O.C1N=CN(C(N2C=NC=C2)=O)C=1.[CH2:28]([NH2:31])[CH:29]=[CH2:30]. The catalyst is CN(C)C=O. The product is [CH2:28]([NH:31][C:13]([C:3]1[N:4]=[N:5][C:6]2[C:11]([C:2]=1[NH2:1])=[CH:10][CH:9]=[CH:8][C:7]=2[Br:12])=[O:15])[CH:29]=[CH2:30]. The yield is 0.730. (6) The reactants are [CH:1]1([C:6]([C:8]2[S:12][C:11]([NH:13][C:14](=[O:20])OC(C)(C)C)=[N:10][C:9]=2[C:21]2[O:22][CH:23]=[CH:24][CH:25]=2)=[O:7])[CH2:5][CH2:4][CH2:3][CH2:2]1.[NH:26]1[CH2:31][CH2:30][O:29][CH2:28][CH2:27]1. The catalyst is O1CCOCC1. The product is [CH:1]1([C:6]([C:8]2[S:12][C:11]([NH:13][C:14]([N:26]3[CH2:31][CH2:30][O:29][CH2:28][CH2:27]3)=[O:20])=[N:10][C:9]=2[C:21]2[O:22][CH:23]=[CH:24][CH:25]=2)=[O:7])[CH2:2][CH2:3][CH2:4][CH2:5]1. The yield is 0.640. (7) The reactants are [OH:1][C:2]1[CH:3]=[C:4]([CH:9]=[C:10]([O:12][S:13]([C:16]2[CH:21]=[CH:20][C:19]([CH3:22])=[CH:18][CH:17]=2)(=[O:15])=[O:14])[CH:11]=1)[C:5]([O:7][CH3:8])=[O:6].[F:23][C:24]1[CH:25]=[C:26](B(O)O)[CH:27]=[C:28]([F:30])[CH:29]=1.C(N(CC)CC)C. The catalyst is C(Cl)Cl.C([O-])(=O)C.[Cu+2].C([O-])(=O)C. The product is [F:23][C:24]1[CH:25]=[C:26]([O:1][C:2]2[CH:3]=[C:4]([CH:9]=[C:10]([O:12][S:13]([C:16]3[CH:21]=[CH:20][C:19]([CH3:22])=[CH:18][CH:17]=3)(=[O:15])=[O:14])[CH:11]=2)[C:5]([O:7][CH3:8])=[O:6])[CH:27]=[C:28]([F:30])[CH:29]=1. The yield is 0.550.